This data is from Aqueous solubility values for 9,982 compounds from the AqSolDB database. The task is: Regression/Classification. Given a drug SMILES string, predict its absorption, distribution, metabolism, or excretion properties. Task type varies by dataset: regression for continuous measurements (e.g., permeability, clearance, half-life) or binary classification for categorical outcomes (e.g., BBB penetration, CYP inhibition). For this dataset (solubility_aqsoldb), we predict Y. (1) The molecule is O=[N+]([O-])OCC(O)CO[N+](=O)[O-]. The Y is -0.366 log mol/L. (2) The compound is Cn1c(=O)cc2c3c(c(Br)ccc31)C(=O)c1ccccc1-2. The Y is -6.68 log mol/L.